From a dataset of Forward reaction prediction with 1.9M reactions from USPTO patents (1976-2016). Predict the product of the given reaction. (1) Given the reactants [Cl:1][C:2]1[CH:3]=[C:4]([CH:26]=[CH:27][CH:28]=1)[C:5]([C:7]1[CH:12]=[C:11]([C:13](=[O:21])[C:14]2[CH:19]=[CH:18][C:17]([Cl:20])=[CH:16][CH:15]=2)[CH:10]=[CH:9][C:8]=1[NH:22][C:23](=O)[CH3:24])=O.[NH3:29].CC(O)C, predict the reaction product. The product is: [Cl:20][C:17]1[CH:18]=[CH:19][C:14]([C:13]([C:11]2[CH:12]=[C:7]3[C:8](=[CH:9][CH:10]=2)[N:22]=[C:23]([CH3:24])[N:29]=[C:5]3[C:4]2[CH:26]=[CH:27][CH:28]=[C:2]([Cl:1])[CH:3]=2)=[O:21])=[CH:15][CH:16]=1. (2) Given the reactants [Br:1][C:2]1[CH:8]=[C:7]([CH3:9])[C:5]([NH2:6])=[C:4]([CH3:10])[CH:3]=1.Cl[C:12]([O:14][CH2:15][CH2:16][CH3:17])=[O:13].O1CCCC1.C(=O)([O-])[O-].[K+].[K+], predict the reaction product. The product is: [CH2:15]([O:14][C:12](=[O:13])[NH:6][C:5]1[C:7]([CH3:9])=[CH:8][C:2]([Br:1])=[CH:3][C:4]=1[CH3:10])[CH2:16][CH3:17]. (3) Given the reactants [CH3:1][C:2]1([C:8]([NH:10][C:11]2[CH:16]=[C:15]([O:17][CH:18]3[CH2:27][CH2:26][C:25]4[CH:24]=[C:23]([C:28]([O:30][CH3:31])=[O:29])[CH:22]=[CH:21][C:20]=4[CH2:19]3)[CH:14]=[CH:13][N:12]=2)=[O:9])[CH2:7][CH2:6][NH:5][CH2:4][CH2:3]1.Cl.[CH3:33][C:34]([CH3:36])=O.C(O[BH-](OC(=O)C)OC(=O)C)(=O)C.[Na+], predict the reaction product. The product is: [CH:34]([N:5]1[CH2:4][CH2:3][C:2]([C:8]([NH:10][C:11]2[CH:16]=[C:15]([O:17][CH:18]3[CH2:27][CH2:26][C:25]4[CH:24]=[C:23]([C:28]([O:30][CH3:31])=[O:29])[CH:22]=[CH:21][C:20]=4[CH2:19]3)[CH:14]=[CH:13][N:12]=2)=[O:9])([CH3:1])[CH2:7][CH2:6]1)([CH3:36])[CH3:33]. (4) Given the reactants [C:1]([C:3]1[C:8]([O:9][CH3:10])=[CH:7][C:6]([C:11]2[N:16]=[C:15]([NH:17][CH3:18])[N:14]=[C:13]([N:19]3[C@H:24]([CH3:25])[CH2:23][CH2:22][C@H:21]([C:26]([NH:28][CH2:29][C:30]4[CH:35]=[CH:34][CH:33]=[CH:32][CH:31]=4)=[O:27])[CH2:20]3)[CH:12]=2)=[CH:5][C:4]=1F)#[N:2].[NH2:37][NH2:38], predict the reaction product. The product is: [NH2:2][C:1]1[C:3]2[C:4](=[CH:5][C:6]([C:11]3[N:16]=[C:15]([NH:17][CH3:18])[N:14]=[C:13]([N:19]4[C@H:24]([CH3:25])[CH2:23][CH2:22][C@H:21]([C:26]([NH:28][CH2:29][C:30]5[CH:35]=[CH:34][CH:33]=[CH:32][CH:31]=5)=[O:27])[CH2:20]4)[CH:12]=3)=[CH:7][C:8]=2[O:9][CH3:10])[NH:38][N:37]=1.